Task: Predict the product of the given reaction.. Dataset: Forward reaction prediction with 1.9M reactions from USPTO patents (1976-2016) (1) Given the reactants [Si]([O:8][C@H:9]1[CH2:33][CH2:32][C@@:31]2([CH3:34])[C:11](=[CH:12][CH:13]=[C:14]3[C@@H:30]2[CH2:29][CH2:28][C@@:27]2([CH3:35])[C@H:15]3[CH2:16][CH2:17][C@@H:18]2[C@H:19]([CH3:26])[CH2:20][CH2:21][CH2:22][C:23]([CH3:25])=[CH2:24])[C:10]1([CH3:37])[CH3:36])(C(C)(C)C)(C)C.C1C=CC=CC=1.[ClH:44], predict the reaction product. The product is: [Cl:44][C:23]([CH2:22][CH2:21][CH2:20][C@H:19]([C@@H:18]1[C@:27]2([CH3:35])[C:15]([C:14]3[CH2:13][CH2:12][C@@H:11]4[C@:31]([C:30]=3[CH2:29][CH2:28]2)([CH3:34])[CH2:32][CH2:33][C@H:9]([OH:8])[C:10]4([CH3:37])[CH3:36])=[CH:16][CH2:17]1)[CH3:26])([CH3:25])[CH3:24]. (2) Given the reactants [CH:1]1[N:5]=[CH:4][N:3]([CH2:6][C:7]([P:13]([OH:16])([OH:15])=[O:14])([P:9]([OH:12])([OH:11])=[O:10])[OH:8])[CH:2]=1.CN(C=O)C.[OH-].[Na+:23].O, predict the reaction product. The product is: [CH:1]1[N:5]=[CH:4][N:3]([CH2:6][C:7]([P:9]([O-:12])([O-:11])=[O:10])([P:13]([O-:15])([OH:16])=[O:14])[OH:8])[CH:2]=1.[Na+:23].[Na+:23].[Na+:23]. (3) Given the reactants [Br:1][C:2]1[CH:7]=[CH:6][C:5]([N:8]2[CH:12]=[CH:11][C:10]([N:13](C)[C:14](=O)C(F)(F)F)=[N:9]2)=[CH:4][C:3]=1[O:21][CH3:22].[O-]CC.[Na+].O, predict the reaction product. The product is: [Br:1][C:2]1[CH:7]=[CH:6][C:5]([N:8]2[CH:12]=[CH:11][C:10]([NH:13][CH3:14])=[N:9]2)=[CH:4][C:3]=1[O:21][CH3:22]. (4) The product is: [CH3:13][C:5]1[CH:6]=[C:7]([N+:10]([O-:12])=[O:11])[CH:8]=[CH:9][C:4]=1[NH:1][C:2](=[O:3])[O:18][CH2:17][CH2:16][CH2:15][Cl:14]. Given the reactants [N:1]([C:4]1[CH:9]=[CH:8][C:7]([N+:10]([O-:12])=[O:11])=[CH:6][C:5]=1[CH3:13])=[C:2]=[O:3].[Cl:14][CH2:15][CH2:16][CH2:17][OH:18], predict the reaction product. (5) Given the reactants [Br:1][C:2]1[C:3]([CH2:15][CH2:16][CH2:17][CH2:18][CH2:19][CH3:20])=[N:4][C:5](O)=[N:6][C:7]=1[CH2:8][CH2:9][CH2:10][CH2:11][CH2:12][CH3:13].CN(C)C1C=CC=CC=1.P(Cl)(Cl)([Cl:32])=O, predict the reaction product. The product is: [Br:1][C:2]1[C:3]([CH2:15][CH2:16][CH2:17][CH2:18][CH2:19][CH3:20])=[N:4][C:5]([Cl:32])=[N:6][C:7]=1[CH2:8][CH2:9][CH2:10][CH2:11][CH2:12][CH3:13]. (6) Given the reactants [N+:1]([C:4]1[CH:9]=[CH:8][C:7]([NH:10][CH2:11][CH2:12][CH2:13][N:14]2[CH2:18][CH2:17][CH2:16][C:15]2=[O:19])=[CH:6][C:5]=1[CH3:20])([O-])=O.C1(N)C(F)=C(F)C(F)=C(N)C=1F.[ClH:33].Cl, predict the reaction product. The product is: [ClH:33].[ClH:33].[NH2:1][C:4]1[CH:9]=[CH:8][C:7]([NH:10][CH2:11][CH2:12][CH2:13][N:14]2[CH2:18][CH2:17][CH2:16][C:15]2=[O:19])=[CH:6][C:5]=1[CH3:20].